From a dataset of NCI-60 drug combinations with 297,098 pairs across 59 cell lines. Regression. Given two drug SMILES strings and cell line genomic features, predict the synergy score measuring deviation from expected non-interaction effect. (1) Drug 1: CC1=C(C(=O)C2=C(C1=O)N3CC4C(C3(C2COC(=O)N)OC)N4)N. Drug 2: CC12CCC3C(C1CCC2OP(=O)(O)O)CCC4=C3C=CC(=C4)OC(=O)N(CCCl)CCCl.[Na+]. Cell line: HL-60(TB). Synergy scores: CSS=80.0, Synergy_ZIP=-0.626, Synergy_Bliss=-0.147, Synergy_Loewe=-37.6, Synergy_HSA=0.164. (2) Cell line: MDA-MB-231. Drug 1: C1CN(P(=O)(OC1)NCCCl)CCCl. Drug 2: CC12CCC3C(C1CCC2OP(=O)(O)O)CCC4=C3C=CC(=C4)OC(=O)N(CCCl)CCCl.[Na+]. Synergy scores: CSS=2.37, Synergy_ZIP=0.00311, Synergy_Bliss=1.75, Synergy_Loewe=-3.99, Synergy_HSA=-1.78.